From a dataset of Peptide-MHC class II binding affinity with 134,281 pairs from IEDB. Regression. Given a peptide amino acid sequence and an MHC pseudo amino acid sequence, predict their binding affinity value. This is MHC class II binding data. (1) The peptide sequence is CSIVGWPAIRERMRRT. The MHC is DRB4_0101 with pseudo-sequence DRB4_0103. The binding affinity (normalized) is 0.452. (2) The peptide sequence is RPIDDRFGLAL. The MHC is HLA-DQA10102-DQB10501 with pseudo-sequence HLA-DQA10102-DQB10501. The binding affinity (normalized) is 0. (3) The peptide sequence is YDKFLANVSTVLQGK. The MHC is DRB3_0202 with pseudo-sequence DRB3_0202. The binding affinity (normalized) is 0.884. (4) The peptide sequence is FFQMTNTNPDQKCIT. The MHC is DRB1_0101 with pseudo-sequence DRB1_0101. The binding affinity (normalized) is 0.335. (5) The peptide sequence is IVYIKPAKNIYSFNE. The MHC is HLA-DPA10103-DPB10301 with pseudo-sequence HLA-DPA10103-DPB10301. The binding affinity (normalized) is 0.849. (6) The peptide sequence is NSYIAEMETESWIVD. The MHC is HLA-DQA10103-DQB10603 with pseudo-sequence HLA-DQA10103-DQB10603. The binding affinity (normalized) is 0. (7) The peptide sequence is AARLFKAFILDGDKL. The MHC is HLA-DQA10501-DQB10301 with pseudo-sequence HLA-DQA10501-DQB10301. The binding affinity (normalized) is 0.310.